The task is: Predict the reactants needed to synthesize the given product.. This data is from Full USPTO retrosynthesis dataset with 1.9M reactions from patents (1976-2016). (1) Given the product [ClH:1].[N:6]1[CH:7]=[CH:8][C:3]([C:15]2[CH:16]=[CH:17][C:12]([C:9]([OH:11])=[O:10])=[CH:13][CH:14]=2)=[CH:4][CH:5]=1, predict the reactants needed to synthesize it. The reactants are: [ClH:1].Br[C:3]1[CH:8]=[CH:7][N:6]=[CH:5][CH:4]=1.[C:9]([C:12]1[CH:17]=[CH:16][C:15](B(O)O)=[CH:14][CH:13]=1)([OH:11])=[O:10].C(=O)([O-])[O-].[Na+].[Na+].Cl. (2) Given the product [CH3:6][O:7][C:8](=[O:19])[CH:9]([C:10]1[C:11]([CH3:18])=[CH:12][C:13]([CH3:17])=[CH:14][C:15]=1[CH3:16])[C:28]([C:25]1([S:31][CH2:32][C:33]2[CH:34]=[CH:35][C:36]([O:39][CH3:40])=[CH:37][CH:38]=2)[CH2:24][CH2:23][N:22]([O:21][CH3:20])[CH2:27][CH2:26]1)=[O:29], predict the reactants needed to synthesize it. The reactants are: C([Li])CCC.[CH3:6][O:7][C:8](=[O:19])[CH2:9][C:10]1[C:15]([CH3:16])=[CH:14][C:13]([CH3:17])=[CH:12][C:11]=1[CH3:18].[CH3:20][O:21][N:22]1[CH2:27][CH2:26][C:25]([S:31][CH2:32][C:33]2[CH:38]=[CH:37][C:36]([O:39][CH3:40])=[CH:35][CH:34]=2)([C:28](Cl)=[O:29])[CH2:24][CH2:23]1. (3) Given the product [CH2:6]([Sn:10]([CH2:16][CH2:17][CH2:18][CH3:19])([CH2:12][CH2:13][CH2:14][CH3:15])[C:21]1[S:25][C:24]([C:26]([F:29])([F:28])[F:27])=[N:23][CH:22]=1)[CH2:7][CH2:8][CH3:9], predict the reactants needed to synthesize it. The reactants are: [Li]CCCC.[CH2:6]([Sn:10]([CH2:16][CH2:17][CH2:18][CH3:19])([CH2:12][CH2:13][CH2:14][CH3:15])Cl)[CH2:7][CH2:8][CH3:9].Br[C:21]1[S:25][C:24]([C:26]([F:29])([F:28])[F:27])=[N:23][CH:22]=1. (4) Given the product [NH2:1][C:2]1[C:3]2[CH2:14][N:13]([C:15]([O:17][C:18]([CH3:21])([CH3:20])[CH3:19])=[O:16])[C:12]([CH3:23])([CH3:22])[C:4]=2[NH:5][N:6]=1, predict the reactants needed to synthesize it. The reactants are: [NH2:1][C:2]1[C:3]2[CH2:14][N:13]([C:15]([O:17][C:18]([CH3:21])([CH3:20])[CH3:19])=[O:16])[C:12]([CH3:23])([CH3:22])[C:4]=2[N:5](C(OCC)=O)[N:6]=1.[OH-].[Na+].